From a dataset of Full USPTO retrosynthesis dataset with 1.9M reactions from patents (1976-2016). Predict the reactants needed to synthesize the given product. Given the product [Cl:17][C:3]1[CH:4]=[C:5]([C:19]2[CH:24]=[N:23][CH:22]=[CH:21][N:20]=2)[CH:6]=[CH:7][C:2]=1[NH2:1], predict the reactants needed to synthesize it. The reactants are: [NH2:1][C:2]1[CH:7]=[CH:6][C:5](B2OC(C)(C)C(C)(C)O2)=[CH:4][C:3]=1[Cl:17].Br[C:19]1[CH:24]=[N:23][CH:22]=[CH:21][N:20]=1.C(=O)([O-])[O-].[Na+].[Na+].